The task is: Predict the reaction yield, written as a fraction of the theoretical maximum amount of product (1.0 means a 100% yield; for example, 0.34 means a 34% yield).. This data is from Reaction yield outcomes from USPTO patents with 853,638 reactions. (1) The reactants are [C:1]([O:5][C:6]([NH:8][C:9]1[CH:14]=[CH:13][C:12]([S:15][C:16]2[CH:24]=[CH:23][C:19]([C:20](O)=[O:21])=[CH:18][C:17]=2[NH:25][C:26]2[C:27]3[CH:35]=[CH:34][C:33]([CH:36]([CH3:38])[CH3:37])=[N:32][C:28]=3[N:29]=[CH:30][N:31]=2)=[CH:11][CH:10]=1)=[O:7])([CH3:4])([CH3:3])[CH3:2].F[B-](F)(F)F.N1(OC(N(C)C)=[N+](C)C)[C:48]2[CH:49]=[CH:50][CH:51]=[CH:52][C:47]=2N=N1.[CH:61]([N:64](CC)C(C)C)(C)[CH3:62].O(C(C)C)C(C)C. The catalyst is CS(C)=O.O. The product is [C:1]([O:5][C:6](=[O:7])[NH:8][C:9]1[CH:14]=[CH:13][C:12]([S:15][C:16]2[CH:24]=[CH:23][C:19]([C:20](=[O:21])[NH:64][C@H:61]([C:47]3[CH:48]=[CH:49][CH:50]=[CH:51][CH:52]=3)[CH3:62])=[CH:18][C:17]=2[NH:25][C:26]2[C:27]3[CH:35]=[CH:34][C:33]([CH:36]([CH3:37])[CH3:38])=[N:32][C:28]=3[N:29]=[CH:30][N:31]=2)=[CH:11][CH:10]=1)([CH3:3])([CH3:4])[CH3:2]. The yield is 0.770. (2) The reactants are [CH3:1][NH:2][S:3]([C:6]1[CH:11]=[CH:10][CH:9]=[C:8]([NH:12][C:13]2[CH:18]=[C:17]([NH:19][C:20]3[CH:25]=[CH:24][CH:23]=[C:22]([C:26]4[CH:27]=[N:28][C:29]([O:32]C)=[CH:30][CH:31]=4)[CH:21]=3)[N:16]=[CH:15][N:14]=2)[CH:7]=1)(=[O:5])=[O:4]. The catalyst is C1(C)C=CC=CC=1.Cl. The product is [CH3:1][NH:2][S:3]([C:6]1[CH:11]=[CH:10][CH:9]=[C:8]([NH:12][C:13]2[CH:18]=[C:17]([NH:19][C:20]3[CH:25]=[CH:24][CH:23]=[C:22]([C:26]4[CH:31]=[CH:30][C:29](=[O:32])[NH:28][CH:27]=4)[CH:21]=3)[N:16]=[CH:15][N:14]=2)[CH:7]=1)(=[O:5])=[O:4]. The yield is 0.650. (3) The reactants are [H-].[Na+].[CH2:3]([OH:7])[CH2:4][CH2:5][CH3:6].Cl[C:9]1[N:10]=[C:11]([N:29]2[CH2:34][CH2:33][NH:32][CH2:31][CH:30]2[C:35](=[O:44])[NH:36][C:37]2[CH:42]=[CH:41][CH:40]=[C:39]([CH3:43])[CH:38]=2)[C:12]2[N:18]=[C:17]([C:19]3[CH:24]=[CH:23][C:22]([O:25][CH3:26])=[C:21]([O:27][CH3:28])[CH:20]=3)[CH:16]=[CH:15][C:13]=2[N:14]=1. The catalyst is O1CCCC1.O.CCCCCC.C(OCC)(=O)C. The product is [CH2:3]([O:7][C:9]1[N:10]=[C:11]([N:29]2[CH2:34][CH2:33][NH:32][CH2:31][CH:30]2[C:35](=[O:44])[NH:36][C:37]2[CH:42]=[CH:41][CH:40]=[C:39]([CH3:43])[CH:38]=2)[C:12]2[N:18]=[C:17]([C:19]3[CH:24]=[CH:23][C:22]([O:25][CH3:26])=[C:21]([O:27][CH3:28])[CH:20]=3)[CH:16]=[CH:15][C:13]=2[N:14]=1)[CH2:4][CH2:5][CH3:6]. The yield is 0.930. (4) The reactants are F[C:2]1[CH:9]=[CH:8][C:5]([C:6]#[N:7])=[CH:4][CH:3]=1.[NH:10]1[CH2:15][CH2:14][O:13][CH2:12][CH2:11]1.O. The catalyst is CS(C)=O. The product is [N:10]1([C:2]2[CH:9]=[CH:8][C:5]([C:6]#[N:7])=[CH:4][CH:3]=2)[CH2:15][CH2:14][O:13][CH2:12][CH2:11]1. The yield is 0.800. (5) The reactants are [C:1]([C:5]1[CH:10]=[CH:9][CH:8]=[CH:7][C:6]=1[N:11]1[CH2:16][CH2:15][N:14]([C:17]([C:19]2[CH:30]=[CH:29][C:22]([O:23][CH2:24][C:25]([O:27]C)=[O:26])=[CH:21][CH:20]=2)=[O:18])[CH2:13][CH2:12]1)([CH3:4])([CH3:3])[CH3:2].[OH-].[Na+].CO.Cl. The catalyst is O1CCCC1. The product is [C:1]([C:5]1[CH:10]=[CH:9][CH:8]=[CH:7][C:6]=1[N:11]1[CH2:12][CH2:13][N:14]([C:17]([C:19]2[CH:20]=[CH:21][C:22]([O:23][CH2:24][C:25]([OH:27])=[O:26])=[CH:29][CH:30]=2)=[O:18])[CH2:15][CH2:16]1)([CH3:4])([CH3:2])[CH3:3]. The yield is 0.980. (6) The reactants are [Br:1][C:2]1[CH:7]=[CH:6][C:5]([C:8](=O)[CH3:9])=[CH:4][CH:3]=1.[C:11]([O-])([O-])=O.[K+].[K+].[C:30]1(P(=O)([C:30]2[CH:35]=[CH:34][CH:33]=[CH:32][CH:31]=2)[C:30]2[CH:35]=[CH:34][CH:33]=[CH:32][CH:31]=2)[CH:35]=[CH:34][CH:33]=[CH:32][CH:31]=1.[PH4+]. The catalyst is [Cl-].C([P+](C1C=CC=CC=1)(C1C=CC=CC=1)C1C=CC=CC=1)C1C=CC=CC=1.CCCCCC.C1(C)C=CC=CC=1. The product is [Br:1][C:2]1[CH:7]=[CH:6][C:5]([C:8]([CH3:9])=[CH:11][C:30]2[CH:31]=[CH:32][CH:33]=[CH:34][CH:35]=2)=[CH:4][CH:3]=1. The yield is 0.700. (7) The reactants are [O:1]=[C:2]1[C:11]2[C:6](=[CH:7][CH:8]=[CH:9][CH:10]=2)[C:5]([O:12][CH2:13][CH2:14][CH2:15][CH2:16][C:17]([OH:19])=O)=[CH:4][C:3]1=[O:20].CN(C(ON1N=NC2C=CC=CC1=2)=[N+](C)C)C.F[P-](F)(F)(F)(F)F.CCN(C(C)C)C(C)C.Cl.[NH2:55][C:56]1[CH:60]=[C:59]([C:61]([O:63][CH3:64])=[O:62])[N:58]([CH3:65])[CH:57]=1. The catalyst is CN(C=O)C.CCOCC. The product is [CH3:65][N:58]1[C:59]([C:61]([O:63][CH3:64])=[O:62])=[CH:60][C:56]([NH:55][C:17](=[O:19])[CH2:16][CH2:15][CH2:14][CH2:13][O:12][C:5]2[C:6]3[C:11](=[CH:10][CH:9]=[CH:8][CH:7]=3)[C:2](=[O:1])[C:3](=[O:20])[CH:4]=2)=[CH:57]1. The yield is 0.400.